The task is: Predict which catalyst facilitates the given reaction.. This data is from Catalyst prediction with 721,799 reactions and 888 catalyst types from USPTO. (1) Product: [CH3:1][O:2][C:3]1[CH:4]=[CH:5][C:6]([C:9]2[CH:10]=[CH:11][N+:12]([O-:23])=[CH:13][CH:14]=2)=[CH:7][CH:8]=1. Reactant: [CH3:1][O:2][C:3]1[CH:8]=[CH:7][C:6]([C:9]2[CH:14]=[CH:13][N:12]=[CH:11][CH:10]=2)=[CH:5][CH:4]=1.ClC1C=CC=C(C(OO)=[O:23])C=1. The catalyst class is: 22. (2) Reactant: [OH:1][C:2]1[CH:7]=[CH:6][C:5]([CH2:8][CH:9]([O:15][C:16]2[CH:21]=[CH:20][CH:19]=[CH:18][CH:17]=2)[C:10]([O:12][CH2:13][CH3:14])=[O:11])=[CH:4][CH:3]=1.Br[CH2:23][CH2:24][O:25][CH:26]1[CH2:31][CH2:30][CH2:29][CH2:28][O:27]1.C(=O)([O-])[O-].[K+].[K+]. Product: [O:15]([CH:9]([CH2:8][C:5]1[CH:4]=[CH:3][C:2]([O:1][CH2:23][CH2:24][O:25][CH:26]2[CH2:31][CH2:30][CH2:29][CH2:28][O:27]2)=[CH:7][CH:6]=1)[C:10]([O:12][CH2:13][CH3:14])=[O:11])[C:16]1[CH:17]=[CH:18][CH:19]=[CH:20][CH:21]=1. The catalyst class is: 44. (3) Reactant: Cl[C:2]1[C:11]2[C:6](=[C:7]([N+:12]([O-:14])=[O:13])[CH:8]=[CH:9][CH:10]=2)[CH:5]=[CH:4][N:3]=1.[F:15][C:16]([F:25])([F:24])[C:17]1[CH:18]=[C:19]([OH:23])[CH:20]=[CH:21][CH:22]=1.C([O-])([O-])=O.[K+].[K+]. Product: [N+:12]([C:7]1[CH:8]=[CH:9][CH:10]=[C:11]2[C:6]=1[CH:5]=[CH:4][N:3]=[C:2]2[O:23][C:19]1[CH:20]=[CH:21][CH:22]=[C:17]([C:16]([F:15])([F:24])[F:25])[CH:18]=1)([O-:14])=[O:13]. The catalyst class is: 144. (4) Reactant: [S:1](Cl)([CH3:4])(=[O:3])=[O:2].[NH2:6][C:7]1[CH:16]=[CH:15][C:14]([C:17]([C:19]2[N:27]3[C:22]([CH:23]=[CH:24][CH:25]=[CH:26]3)=[C:21]([NH:28][C:29](=[O:40])[C:30]3[CH:35]=[CH:34][CH:33]=[C:32]([O:36][CH2:37][CH2:38][OH:39])[CH:31]=3)[C:20]=2[CH3:41])=[O:18])=[CH:13][C:8]=1[C:9]([O:11][CH3:12])=[O:10].O. Product: [NH2:6][C:7]1[CH:16]=[CH:15][C:14]([C:17]([C:19]2[N:27]3[C:22]([CH:23]=[CH:24][CH:25]=[CH:26]3)=[C:21]([NH:28][C:29](=[O:40])[C:30]3[CH:35]=[CH:34][CH:33]=[C:32]([O:36][CH2:37][CH2:38][O:39][S:1]([CH3:4])(=[O:3])=[O:2])[CH:31]=3)[C:20]=2[CH3:41])=[O:18])=[CH:13][C:8]=1[C:9]([O:11][CH3:12])=[O:10]. The catalyst class is: 17. (5) Reactant: [CH3:1][N:2]1[C:7](=[O:8])[CH:6]=[C:5]([N:9]2[CH2:14][CH2:13][O:12][CH2:11][CH2:10]2)[N:4]=[C:3]1[CH2:15][C:16]([O-:18])=O.[Na+].[F:20][C:21]1[CH:29]=[C:28]2[C:24]([CH2:25][CH2:26][NH:27]2)=[CH:23][CH:22]=1.Cl.CN(C)CCCN=C=NCC. Product: [F:20][C:21]1[CH:29]=[C:28]2[C:24]([CH2:25][CH2:26][N:27]2[C:16](=[O:18])[CH2:15][C:3]2[N:2]([CH3:1])[C:7](=[O:8])[CH:6]=[C:5]([N:9]3[CH2:10][CH2:11][O:12][CH2:13][CH2:14]3)[N:4]=2)=[CH:23][CH:22]=1. The catalyst class is: 672. (6) Reactant: Cl.[CH:2]1([C:5]([N:7]2[CH2:13][CH2:12][CH:11]3[CH2:14][N:15](C(OC(C)(C)C)=O)[CH2:16][CH2:17][N:10]3[C:9]3[N:25]=[CH:26][CH:27]=[CH:28][C:8]2=3)=[O:6])[CH2:4][CH2:3]1. Product: [CH:2]1([C:5]([N:7]2[CH2:13][CH2:12][CH:11]3[CH2:14][NH:15][CH2:16][CH2:17][N:10]3[C:9]3[N:25]=[CH:26][CH:27]=[CH:28][C:8]2=3)=[O:6])[CH2:3][CH2:4]1. The catalyst class is: 2. (7) Reactant: [Br:1][C:2]1[CH:10]=[C:9]2[C:5]([C:6]([C:11]([O:13][CH3:14])=[O:12])=[CH:7][NH:8]2)=[CH:4][C:3]=1[F:15].Br[CH:17]1[CH2:21][CH2:20][CH2:19][CH2:18]1.C([O-])([O-])=O.[Cs+].[Cs+]. Product: [Br:1][C:2]1[CH:10]=[C:9]2[C:5]([C:6]([C:11]([O:13][CH3:14])=[O:12])=[CH:7][N:8]2[CH:17]2[CH2:21][CH2:20][CH2:19][CH2:18]2)=[CH:4][C:3]=1[F:15]. The catalyst class is: 3. (8) Reactant: [N:1]1([C:11]([C:13]2[CH:14]=[C:15]([CH:19]=[C:20]([N:22]3[C:31](=[O:32])C4C(=CC=CC=4)N[C:23]3=[O:33])[CH:21]=2)[C:16](O)=[O:17])=[O:12])[C:10]2[C:5](=[CH:6][CH:7]=[CH:8][CH:9]=2)[CH2:4][CH2:3][CH2:2]1.O[N:35]1[C:39]2[CH:40]=[CH:41][CH:42]=[CH:43][C:38]=2N=N1.Cl.C([N:47]=C=NCCCN(C)C)C.O.N. Product: [N:1]1([C:11]([C:13]2[CH:14]=[C:15]([CH:19]=[C:20]([N:22]3[C:23](=[O:33])[C:38]4[C:39](=[CH:40][CH:41]=[CH:42][CH:43]=4)[NH:35][C:31]3=[O:32])[CH:21]=2)[C:16]([NH2:47])=[O:17])=[O:12])[C:10]2[C:5](=[CH:6][CH:7]=[CH:8][CH:9]=2)[CH2:4][CH2:3][CH2:2]1. The catalyst class is: 18. (9) Reactant: C(N(CC)CC)C.[O:8]=[CH:9][C:10]1[CH:18]=[CH:17][C:15]([OH:16])=[C:12]([O:13][CH3:14])[CH:11]=1.[C:19](OC(=O)C)(=[O:21])[CH3:20]. Product: [C:19]([O:16][C:15]1[CH:17]=[CH:18][C:10]([CH:9]=[O:8])=[CH:11][C:12]=1[O:13][CH3:14])(=[O:21])[CH3:20]. The catalyst class is: 119.